Dataset: hERG potassium channel inhibition data for cardiac toxicity prediction from Karim et al.. Task: Regression/Classification. Given a drug SMILES string, predict its toxicity properties. Task type varies by dataset: regression for continuous values (e.g., LD50, hERG inhibition percentage) or binary classification for toxic/non-toxic outcomes (e.g., AMES mutagenicity, cardiotoxicity, hepatotoxicity). Dataset: herg_karim. (1) The drug is CSc1sc(C(=N)N)cc1S(=O)(=O)c1cccc(-c2cc(C)ccc2NC(=O)CCCCC(=O)O)c1. The result is 1 (blocker). (2) The drug is Cc1nnc(C(C)C)n1C1CC2CCC(C1)N2CCC(CNC(=O)c1ccccc1)c1ccccc1. The result is 0 (non-blocker). (3) The compound is NC(=O)c1cccc(OC2CC3CCC(C2)N3C2CCCCC2)c1. The result is 1 (blocker). (4) The molecule is COc1cc2nnc(C(N)=O)c(Nc3ccc(C)cc3F)c2cc1N1CCCN(C)CC1. The result is 1 (blocker). (5) The compound is Cc1ccc(OC2CCN(CCS(=O)(=O)c3ccc(O)cc3)CC2)cc1. The result is 1 (blocker).